This data is from Catalyst prediction with 721,799 reactions and 888 catalyst types from USPTO. The task is: Predict which catalyst facilitates the given reaction. (1) Reactant: [Br:1][C:2]1[CH:7]=[CH:6][C:5]([OH:8])=[CH:4][CH:3]=1.[CH3:9][O:10][CH2:11][CH2:12]O.C1(P(C2C=CC=CC=2)C2C=CC=CC=2)C=CC=CC=1.N(C(OC(C)C)=O)=NC(OC(C)C)=O. Product: [Br:1][C:2]1[CH:7]=[CH:6][C:5]([O:8][CH2:12][CH2:11][O:10][CH3:9])=[CH:4][CH:3]=1. The catalyst class is: 11. (2) Product: [CH3:1][N:2]([CH2:13][C:14]1[NH:18][C:17]2[CH:19]=[CH:20][C:21]([C:23]([N:51]3[CH2:50][CH2:49][CH:48]([CH2:47][CH2:46][N:41]4[CH2:45][CH2:44][CH2:43][CH2:42]4)[CH2:53][CH2:52]3)=[O:25])=[CH:22][C:16]=2[N:15]=1)[CH:3]1[C:12]2[N:11]=[CH:10][CH:9]=[CH:8][C:7]=2[CH2:6][CH2:5][CH2:4]1. Reactant: [CH3:1][N:2]([CH2:13][C:14]1[NH:18][C:17]2[CH:19]=[CH:20][C:21]([C:23]([OH:25])=O)=[CH:22][C:16]=2[N:15]=1)[CH:3]1[C:12]2[N:11]=[CH:10][CH:9]=[CH:8][C:7]=2[CH2:6][CH2:5][CH2:4]1.O=C1N(P(Cl)(N2CCOC2=O)=O)CCO1.[N:41]1([CH2:46][CH2:47][CH:48]2[CH2:53][CH2:52][NH:51][CH2:50][CH2:49]2)[CH2:45][CH2:44][CH2:43][CH2:42]1.C(N(CC)C(C)C)(C)C. The catalyst class is: 10. (3) Reactant: [C:1]([C:5]1[N:10]=[C:9]([N:11]2[CH2:16][CH2:15][N:14]([CH2:17][CH2:18][CH2:19][CH2:20][NH2:21])[CH2:13][CH2:12]2)[CH:8]=[C:7]([C:22]([F:25])([F:24])[F:23])[N:6]=1)([CH3:4])([CH3:3])[CH3:2].C1N=CN([C:31](N2C=NC=C2)=[O:32])C=1.[N:38]1[CH:43]=[CH:42][CH:41]=[CH:40][C:39]=1[N:44]1[CH2:49][CH2:48][NH:47][CH2:46][CH2:45]1. Product: [C:1]([C:5]1[N:10]=[C:9]([N:11]2[CH2:16][CH2:15][N:14]([CH2:17][CH2:18][CH2:19][CH2:20][NH:21][C:31]([N:47]3[CH2:46][CH2:45][N:44]([C:39]4[CH:40]=[CH:41][CH:42]=[CH:43][N:38]=4)[CH2:49][CH2:48]3)=[O:32])[CH2:13][CH2:12]2)[CH:8]=[C:7]([C:22]([F:24])([F:25])[F:23])[N:6]=1)([CH3:4])([CH3:2])[CH3:3]. The catalyst class is: 147. (4) Reactant: [OH-].[Li+].[NH2:3][C:4]1[C:9]2[C:10](=[O:33])[N:11]([C:15]3[CH:20]=[CH:19][C:18]([C:21]4[CH:26]=[CH:25][C:24]([CH2:27][C:28]([O:30]C)=[O:29])=[CH:23][C:22]=4[Cl:32])=[CH:17][CH:16]=3)[CH2:12][CH2:13][O:14][C:8]=2[N:7]=[CH:6][N:5]=1.Cl. Product: [NH2:3][C:4]1[C:9]2[C:10](=[O:33])[N:11]([C:15]3[CH:16]=[CH:17][C:18]([C:21]4[CH:26]=[CH:25][C:24]([CH2:27][C:28]([OH:30])=[O:29])=[CH:23][C:22]=4[Cl:32])=[CH:19][CH:20]=3)[CH2:12][CH2:13][O:14][C:8]=2[N:7]=[CH:6][N:5]=1. The catalyst class is: 38. (5) Product: [C:12]([O:11][C:9]([N:17]1[CH2:18][CH2:19][CH:20]([O:23][C:24]2[CH:32]=[CH:31][CH:30]=[CH:29][C:25]=2[C:26]([OH:28])=[O:27])[CH2:21][CH2:22]1)=[O:10])([CH3:13])([CH3:14])[CH3:15]. Reactant: [C:12]([O:11][C:9](O[C:9]([O:11][C:12]([CH3:15])([CH3:14])[CH3:13])=[O:10])=[O:10])([CH3:15])([CH3:14])[CH3:13].Cl.[NH:17]1[CH2:22][CH2:21][CH:20]([O:23][C:24]2[CH:32]=[CH:31][CH:30]=[CH:29][C:25]=2[C:26]([OH:28])=[O:27])[CH2:19][CH2:18]1.O. The catalyst class is: 2. (6) Reactant: [C:1]([C:9](O)=[O:10])(=[O:8])C1C=CC=CC=1.[CH2:12]([OH:30])[CH2:13][CH2:14][CH2:15][CH2:16][CH2:17][CH2:18][CH2:19][CH2:20][CH2:21][CH2:22][CH2:23][CH2:24][CH2:25][CH2:26][CH2:27][CH2:28][CH3:29].C([O-])(O)=O.[Na+]. Product: [C:9]([O:30][CH2:12][CH2:13][CH2:14][CH2:15][CH2:16][CH2:17][CH2:18][CH2:19][CH2:20][CH2:21][CH2:22][CH2:23][CH2:24][CH2:25][CH2:26][CH2:27][CH2:28][CH3:29])(=[O:10])[CH:1]=[O:8]. The catalyst class is: 626. (7) Reactant: [OH:1][C:2]1[CH:7]=[C:6]([CH3:8])[C:5]([S:9][CH3:10])=[CH:4][C:3]=1[C:11](=[O:13])[CH3:12].Cl[C:15]1[C:24]2[C:19](=[CH:20][C:21]([O:27][CH3:28])=[C:22]([O:25][CH3:26])[CH:23]=2)[N:18]=[CH:17][CH:16]=1.O. Product: [CH3:26][O:25][C:22]1[CH:23]=[C:24]2[C:19](=[CH:20][C:21]=1[O:27][CH3:28])[N:18]=[CH:17][CH:16]=[C:15]2[O:1][C:2]1[CH:7]=[C:6]([CH3:8])[C:5]([S:9][CH3:10])=[CH:4][C:3]=1[C:11](=[O:13])[CH3:12]. The catalyst class is: 420. (8) Reactant: [NH:1]1[C:5]2[CH:6]=[CH:7][CH:8]=[CH:9][C:4]=2[N:3]=[N:2]1.Br[C:11]1[CH:16]=[CH:15][CH:14]=[CH:13][N:12]=1.CCOC(C)=O.[OH-].[K+]. Product: [N:12]1[CH:13]=[CH:14][CH:15]=[CH:16][C:11]=1[N:1]1[C:5]2[CH:6]=[CH:7][CH:8]=[CH:9][C:4]=2[N:3]=[N:2]1. The catalyst class is: 224. (9) The catalyst class is: 3. Product: [NH2:1][C:2]1[C:10]([F:11])=[CH:9][C:5]([C:6]([NH:21][C@@H:18]2[CH2:19][CH2:20][N:16]([CH3:15])[CH2:17]2)=[O:8])=[C:4]([F:12])[CH:3]=1. Reactant: [NH2:1][C:2]1[C:10]([F:11])=[CH:9][C:5]([C:6]([OH:8])=O)=[C:4]([F:12])[CH:3]=1.Cl.Cl.[CH3:15][N:16]1[CH2:20][CH2:19][C@@H:18]([NH2:21])[CH2:17]1.CN(C(ON1N=NC2C=CC=NC1=2)=[N+](C)C)C.F[P-](F)(F)(F)(F)F.CCN(C(C)C)C(C)C. (10) Reactant: CO[C:3]([C:5]1[N:6]=[C:7]([C:24]#[N:25])[C:8]2[C:9](=[O:23])[N:10]([CH2:16][C:17]3[CH:22]=[CH:21][CH:20]=[CH:19][CH:18]=3)[CH:11]=[CH:12][C:13]=2[C:14]=1[OH:15])=[O:4].[NH2:26][C@@H:27]([C:29]([OH:31])=[O:30])[CH3:28].C[O-].[Na+]. Product: [CH2:16]([N:10]1[C:9](=[O:23])[C:8]2[C:7]([C:24]#[N:25])=[N:6][C:5]([C:3]([NH:26][C@H:27]([CH3:28])[C:29]([OH:31])=[O:30])=[O:4])=[C:14]([OH:15])[C:13]=2[CH:12]=[CH:11]1)[C:17]1[CH:18]=[CH:19][CH:20]=[CH:21][CH:22]=1. The catalyst class is: 250.